The task is: Predict which catalyst facilitates the given reaction.. This data is from Catalyst prediction with 721,799 reactions and 888 catalyst types from USPTO. (1) Reactant: [NH2:1][C:2]1[CH:27]=[CH:26][C:5]([O:6][C:7]2[C:16]3[C:11](=[CH:12][C:13]([O:21][CH2:22][CH2:23][O:24][CH3:25])=[C:14]([C:17]([O:19][CH3:20])=[O:18])[CH:15]=3)[N:10]=[CH:9][CH:8]=2)=[CH:4][C:3]=1[Cl:28].N1C=CC=CC=1.O1CCCC1.Cl[C:41]([O:43][C:44]1[CH:49]=[CH:48][CH:47]=[CH:46][CH:45]=1)=[O:42]. Product: [Cl:28][C:3]1[CH:4]=[C:5]([CH:26]=[CH:27][C:2]=1[NH:1][C:41]([O:43][C:44]1[CH:49]=[CH:48][CH:47]=[CH:46][CH:45]=1)=[O:42])[O:6][C:7]1[C:16]2[C:11](=[CH:12][C:13]([O:21][CH2:22][CH2:23][O:24][CH3:25])=[C:14]([C:17]([O:19][CH3:20])=[O:18])[CH:15]=2)[N:10]=[CH:9][CH:8]=1. The catalyst class is: 6. (2) Reactant: [F:1][C:2]1[CH:7]=[CH:6][C:5]([OH:8])=[C:4]([N+:9]([O-])=O)[CH:3]=1.[CH:12](OC)(OC)OC.CC(O)=O. Product: [F:1][C:2]1[CH:7]=[CH:6][C:5]2[O:8][CH:12]=[N:9][C:4]=2[CH:3]=1. The catalyst class is: 48. (3) Reactant: C(OC([N:8]1[CH2:11][CH:10]([O:12][C:13]2[CH:18]=[CH:17][C:16]([O:19][CH2:20][CH:21]3[CH2:23][CH2:22]3)=[CH:15][CH:14]=2)[CH2:9]1)=O)(C)(C)C.Cl.[OH-].[Na+]. Product: [CH:21]1([CH2:20][O:19][C:16]2[CH:17]=[CH:18][C:13]([O:12][CH:10]3[CH2:9][NH:8][CH2:11]3)=[CH:14][CH:15]=2)[CH2:22][CH2:23]1. The catalyst class is: 12. (4) Reactant: [CH2:1]([C:3]1[CH:4]=[N:5][C:6]([N:9]2[CH2:14][CH2:13][CH:12]([CH2:15][OH:16])[CH2:11][CH2:10]2)=[N:7][CH:8]=1)[CH3:2].C(N(CC)CC)C.[CH3:24][S:25](Cl)(=[O:27])=[O:26]. Product: [CH3:24][S:25]([O:16][CH2:15][CH:12]1[CH2:13][CH2:14][N:9]([C:6]2[N:7]=[CH:8][C:3]([CH2:1][CH3:2])=[CH:4][N:5]=2)[CH2:10][CH2:11]1)(=[O:27])=[O:26]. The catalyst class is: 4.